Dataset: Forward reaction prediction with 1.9M reactions from USPTO patents (1976-2016). Task: Predict the product of the given reaction. (1) Given the reactants [CH3:1][O:2][C:3](=[O:18])[C:4]([C:8](=[O:17])[C:9]1[CH:14]=[CH:13][C:12]([CH3:15])=[C:11]([CH3:16])[CH:10]=1)=[CH:5]OC.[NH2:19][C:20]1[CH:21]=[N:22][CH:23]=[CH:24][CH:25]=1, predict the reaction product. The product is: [CH3:1][O:2][C:3](=[O:18])[C:4]([C:8](=[O:17])[C:9]1[CH:14]=[CH:13][C:12]([CH3:15])=[C:11]([CH3:16])[CH:10]=1)=[CH:5][NH:19][C:20]1[CH:21]=[N:22][CH:23]=[CH:24][CH:25]=1. (2) Given the reactants [Br-].[Cl:2][C:3]1[CH:4]=[C:5]([C:9]2[CH:10]=[C:11]([CH2:19][Zn+])[CH:12]=[N:13][C:14]=2[O:15][CH:16]([F:18])[F:17])[CH:6]=[CH:7][CH:8]=1.BrCCBr.C[Si](Cl)(C)C.BrC[C:32]1[CH:33]=[C:34](C2C=CC=C(Cl)C=2)[C:35](OC(F)F)=[N:36][CH:37]=1, predict the reaction product. The product is: [Cl:2][C:3]1[CH:4]=[C:5]([C:9]2[C:14]([O:15][CH:16]([F:18])[F:17])=[N:13][CH:12]=[C:11]([CH2:19][C:35]3[CH:34]=[CH:33][CH:32]=[CH:37][N:36]=3)[CH:10]=2)[CH:6]=[CH:7][CH:8]=1. (3) Given the reactants [NH2:1][C:2]1[CH:7]=[C:6]([C:8]([F:11])([F:10])[F:9])[C:5]([C:12]2[CH:17]=[CH:16][CH:15]=[C:14]([NH:18][S:19]([CH3:22])(=[O:21])=[O:20])[CH:13]=2)=[C:4]([Cl:23])[CH:3]=1.C(=O)([O-])[O-].[Ca+2].[C:29](Cl)(Cl)=[S:30].Cl, predict the reaction product. The product is: [Cl:23][C:4]1[CH:3]=[C:2]([N:1]=[C:29]=[S:30])[CH:7]=[C:6]([C:8]([F:11])([F:9])[F:10])[C:5]=1[C:12]1[CH:17]=[CH:16][CH:15]=[C:14]([NH:18][S:19]([CH3:22])(=[O:21])=[O:20])[CH:13]=1. (4) The product is: [I-:22].[C:8]1([P+:7]([C:1]2[CH:2]=[CH:3][CH:4]=[CH:5][CH:6]=2)([CH2:20][CH3:21])[CH2:23][CH3:24])[CH:9]=[CH:10][CH:11]=[CH:12][CH:13]=1. Given the reactants [C:1]1([PH:7][C:8]2[CH:13]=[CH:12][CH:11]=[CH:10][CH:9]=2)[CH:6]=[CH:5][CH:4]=[CH:3][CH:2]=1.C(=O)([O-])[O-].[K+].[K+].[CH2:20]([I:22])[CH3:21].[CH2:23](O)[CH3:24], predict the reaction product. (5) The product is: [Cl:18][C:6]1[C:5]2[C:10](=[CH:11][C:2]([F:1])=[C:3]([N+:13]([O-:15])=[O:14])[CH:4]=2)[N:9]=[CH:8][N:7]=1. Given the reactants [F:1][C:2]1[CH:11]=[C:10]2[C:5]([C:6](O)=[N:7][CH:8]=[N:9]2)=[CH:4][C:3]=1[N+:13]([O-:15])=[O:14].S(Cl)([Cl:18])=O, predict the reaction product. (6) Given the reactants Cl[C:2]1[CH:3]=[C:4]([CH:28]=[CH:29][N:30]=1)[C:5]([NH:7][C:8]1[CH:9]=[C:10]([C:15]2[CH:20]=[CH:19][C:18]([C:21]([NH:23][CH2:24][CH:25]3[CH2:27][CH2:26]3)=[O:22])=[CH:17][CH:16]=2)[C:11]([CH3:14])=[CH:12][CH:13]=1)=[O:6].[CH:31]1([NH2:35])[CH2:34][CH2:33][CH2:32]1, predict the reaction product. The product is: [CH:31]1([NH:35][C:2]2[CH:3]=[C:4]([CH:28]=[CH:29][N:30]=2)[C:5]([NH:7][C:8]2[CH:9]=[C:10]([C:15]3[CH:20]=[CH:19][C:18]([C:21]([NH:23][CH2:24][CH:25]4[CH2:27][CH2:26]4)=[O:22])=[CH:17][CH:16]=3)[C:11]([CH3:14])=[CH:12][CH:13]=2)=[O:6])[CH2:34][CH2:33][CH2:32]1.